Task: Predict the product of the given reaction.. Dataset: Forward reaction prediction with 1.9M reactions from USPTO patents (1976-2016) (1) Given the reactants [CH3:1][C:2]([C:6]1[CH:11]=[CH:10][C:9]([NH:12][C:13](=[O:15])[CH3:14])=[CH:8][CH:7]=1)([CH3:5])[CH2:3][CH3:4].[N+:16]([O-])([OH:18])=[O:17], predict the reaction product. The product is: [CH3:5][C:2]([C:6]1[CH:7]=[CH:8][C:9]([NH:12][C:13](=[O:15])[CH3:14])=[C:10]([N+:16]([O-:18])=[O:17])[CH:11]=1)([CH3:1])[CH2:3][CH3:4]. (2) The product is: [NH:1]([C:7]([O:9][CH2:10][C:11]1[CH:16]=[CH:15][CH:14]=[CH:13][CH:12]=1)=[O:8])[C@H:2]([C:4]([NH:48][CH2:47][C:46]([O:45][CH2:43][CH3:44])=[O:49])=[O:6])[CH3:3]. Given the reactants [NH:1]([C:7]([O:9][CH2:10][C:11]1[CH:16]=[CH:15][CH:14]=[CH:13][CH:12]=1)=[O:8])[C@H:2]([C:4]([OH:6])=O)[CH3:3].OC1C2N=NNC=2C=CC=1.C1CCC(N=C=NC2CCCCC2)CC1.Cl.[CH2:43]([O:45][C:46](=[O:49])[CH2:47][NH2:48])[CH3:44].C(N(CC)CC)C, predict the reaction product. (3) Given the reactants [CH3:1][O:2][N:3]=[CH:4][C:5]1[CH:10]=[CH:9][C:8]([F:11])=[CH:7][CH:6]=1.C([BH3-])#N.[Na+], predict the reaction product. The product is: [F:11][C:8]1[CH:7]=[CH:6][C:5]([CH2:4][NH:3][O:2][CH3:1])=[CH:10][CH:9]=1.